From a dataset of Reaction yield outcomes from USPTO patents with 853,638 reactions. Predict the reaction yield, written as a fraction of the theoretical maximum amount of product (1.0 means a 100% yield; for example, 0.34 means a 34% yield). The reactants are [CH3:1][O:2][C:3]1[CH:12]=[CH:11][C:10]([CH:13]=O)=[C:9]2[C:4]=1[CH2:5][CH2:6][C:7](=[O:15])[NH:8]2.C(O)(=O)C. The catalyst is [C].[Pd].C(O)C. The product is [CH3:1][O:2][C:3]1[CH:12]=[CH:11][C:10]([CH3:13])=[C:9]2[C:4]=1[CH2:5][CH2:6][C:7](=[O:15])[NH:8]2. The yield is 0.890.